This data is from Catalyst prediction with 721,799 reactions and 888 catalyst types from USPTO. The task is: Predict which catalyst facilitates the given reaction. (1) Reactant: [Cl:1][C:2]1[CH:7]=[C:6]([Cl:8])[CH:5]=[CH:4][C:3]=1[C:9]([F:13])([F:12])[CH2:10][NH2:11].C(N(CC)CC)C.[CH3:21][C:22]1[C:23]([C:28](O)=[O:29])=[N:24][CH:25]=[CH:26][CH:27]=1.ON1C2C=CC=CC=2N=N1.Cl.CN(C)CCCN=C=NCC. Product: [Cl:1][C:2]1[CH:7]=[C:6]([Cl:8])[CH:5]=[CH:4][C:3]=1[C:9]([F:13])([F:12])[CH2:10][NH:11][C:28]([C:23]1[C:22]([CH3:21])=[CH:27][CH:26]=[CH:25][N:24]=1)=[O:29]. The catalyst class is: 96. (2) Reactant: [C:1]([N:6]1[CH2:11][CH2:10][C:9](=[O:12])[CH2:8][CH2:7]1)([O:3][CH2:4][CH3:5])=[O:2].B(F)(F)F.[CH3:17]COCC.[N+]([C:27]([O:29][CH2:30][CH3:31])=[O:28])(C([O-])=O)=[N-]. Product: [O:12]=[C:9]1[CH2:10][CH2:11][N:6]([C:1]([O:3][CH2:4][CH3:5])=[O:2])[CH2:17][CH2:7][CH:8]1[C:27]([O:29][CH2:30][CH3:31])=[O:28]. The catalyst class is: 28. (3) Reactant: [NH:1]1[CH:5]=[C:4]([C:6]2[C:7]([NH2:12])=[N:8][CH:9]=[CH:10][CH:11]=2)[CH:3]=[N:2]1.[H-].[Na+].Cl[CH2:16][C:17]1[CH:22]=[CH:21][C:20]([O:23][C:24]2[CH:29]=[CH:28][CH:27]=[CH:26][CH:25]=2)=[CH:19][CH:18]=1. Product: [O:23]([C:20]1[CH:19]=[CH:18][C:17]([CH2:16][N:1]2[CH:5]=[C:4]([C:6]3[C:7]([NH2:12])=[N:8][CH:9]=[CH:10][CH:11]=3)[CH:3]=[N:2]2)=[CH:22][CH:21]=1)[C:24]1[CH:25]=[CH:26][CH:27]=[CH:28][CH:29]=1. The catalyst class is: 9.